From a dataset of Reaction yield outcomes from USPTO patents with 853,638 reactions. Predict the reaction yield, written as a fraction of the theoretical maximum amount of product (1.0 means a 100% yield; for example, 0.34 means a 34% yield). (1) The reactants are [OH:1][C:2]1[C:3]([CH3:13])=[C:4]([CH:9]=[CH:10][C:11]=1[OH:12])[C:5]([O:7][CH3:8])=[O:6].CC1C=CC(S([O:24][CH2:25][C@@H:26]2O[CH2:27]2)(=O)=O)=CC=1.C(=O)([O-])[O-].[K+].[K+].CN(C=O)C. The catalyst is CCOCC. The product is [CH3:8][O:7][C:5]([C:4]1[CH:9]=[CH:10][C:11]2[O:12][CH2:27][CH:26]([CH2:25][OH:24])[O:1][C:2]=2[C:3]=1[CH3:13])=[O:6]. The yield is 0.780. (2) The reactants are [Br:1][C:2]1[CH:3]=[C:4]([CH2:9][CH2:10][C:11](=[NH:13])[NH2:12])[CH:5]=[CH:6][C:7]=1[F:8].[OH:14]/[CH:15]=[C:16](/[CH2:21][C:22]1[CH:23]=[N:24][C:25]([O:28][CH3:29])=[N:26][CH:27]=1)\[C:17](OC)=O.C([O-])([O-])=O.[K+].[K+]. The catalyst is CN1C(=O)CCC1. The yield is 0.406. The product is [Br:1][C:2]1[CH:3]=[C:4]([CH:5]=[CH:6][C:7]=1[F:8])[CH2:9][CH2:10][C:11]1[NH:12][CH:17]=[C:16]([CH2:21][C:22]2[CH:23]=[N:24][C:25]([O:28][CH3:29])=[N:26][CH:27]=2)[C:15](=[O:14])[N:13]=1. (3) The yield is 0.950. The product is [CH2:19]([O:48][C:47](=[O:49])[C@H:46]([CH2:50][OH:51])[CH2:45][C@H:44]([NH:43][C:7]([C:4]1[NH:5][N:6]=[C:2]([Cl:1])[N:3]=1)=[O:9])[CH2:52][C:53]1[CH:54]=[CH:55][C:56]([C:59]2[CH:64]=[CH:63][CH:62]=[CH:61][CH:60]=2)=[CH:57][CH:58]=1)[CH3:20]. The catalyst is CN(C=O)C. The reactants are [Cl:1][C:2]1[N:3]=[C:4]([C:7]([OH:9])=O)[NH:5][N:6]=1.CN(C(ON1N=N[C:20]2C=CC=N[C:19]1=2)=[N+](C)C)C.F[P-](F)(F)(F)(F)F.CCN(C(C)C)C(C)C.[NH2:43][C@H:44]([CH2:52][C:53]1[CH:58]=[CH:57][C:56]([C:59]2[CH:64]=[CH:63][CH:62]=[CH:61][CH:60]=2)=[CH:55][CH:54]=1)[CH2:45][C@@H:46]([CH2:50][OH:51])[C:47]([OH:49])=[O:48]. (4) The reactants are C[O:2]C.[N:4](CCC[Si:10]([O:15][CH3:16])([O:13][CH3:14])[O:11][CH3:12])=[C:5]=[O:6].C([O-])(=O)CCCCCCCCCCC.C([O-])(=O)CCCCCCCCCCC.C([Sn+2]CCCC)CCC. The catalyst is C(Cl)Cl. The product is [C:5](=[O:6])([OH:2])[NH2:4].[CH3:12][O:11][SiH:10]([O:15][CH3:16])[O:13][CH3:14]. The yield is 1.00. (5) The reactants are Br[CH2:2][C:3]1[C:4]([F:13])=[C:5]([CH:10]=[CH:11][CH:12]=1)[C:6]([O:8][CH3:9])=[O:7].C(=O)(O)[O-:15].[Na+]. The product is [F:13][C:4]1[C:3]([CH:2]=[O:15])=[CH:12][CH:11]=[CH:10][C:5]=1[C:6]([O:8][CH3:9])=[O:7]. The catalyst is CS(C)=O. The yield is 0.640. (6) The reactants are C([O:8][C:9]1[CH:10]=[C:11]([CH:16]=[C:17]([O:30]CC2C=CC=CC=2)[C:18]=1[C:19]#[C:20][CH2:21][NH:22][C:23]([O:25][C:26]([CH3:29])([CH3:28])[CH3:27])=[O:24])[C:12]([O:14][CH3:15])=[O:13])C1C=CC=CC=1. The catalyst is C(OCC)(=O)C.[Pd]. The product is [C:26]([O:25][C:23]([NH:22][CH2:21][CH2:20][CH2:19][C:18]1[C:17]([OH:30])=[CH:16][C:11]([C:12]([O:14][CH3:15])=[O:13])=[CH:10][C:9]=1[OH:8])=[O:24])([CH3:29])([CH3:27])[CH3:28]. The yield is 0.680. (7) The reactants are [C:1]([O:5][CH2:6][CH2:7][N:8]1[CH2:13][CH2:12][CH:11]([CH2:14][CH2:15][O:16][C:17]2[C:18]([O:30][CH3:31])=[CH:19][C:20](C#N)=[C:21]([N:23]=[CH:24][N:25]([CH3:27])C)[CH:22]=2)[CH2:10][CH2:9]1)([CH3:4])([CH3:3])[CH3:2].[NH2:32][C:33]1[CH:37]=[C:36]([CH2:38][C:39]([OH:41])=[O:40])[NH:35][N:34]=1. The catalyst is C(O)(=O)C. The product is [C:1]([O:5][CH2:6][CH2:7][N:8]1[CH2:9][CH2:10][CH:11]([CH2:14][CH2:15][O:16][C:17]2[CH:22]=[C:21]3[C:20]([C:27]([NH:32][C:33]4[CH:37]=[C:36]([CH2:38][C:39]([OH:41])=[O:40])[NH:35][N:34]=4)=[N:25][CH:24]=[N:23]3)=[CH:19][C:18]=2[O:30][CH3:31])[CH2:12][CH2:13]1)([CH3:4])([CH3:3])[CH3:2]. The yield is 0.660. (8) The reactants are [NH:1]([C:5]1[CH:11]=[CH:10][C:8]([OH:9])=[CH:7][CH:6]=1)[C:2]([CH3:4])=[O:3].C([O-])([O-])=O.[K+].[K+].[I-].[Na+].Br[CH2:21][CH2:22][CH2:23][CH2:24][CH2:25][C:26]([O:28][CH3:29])=[O:27]. The catalyst is CC(C)=O. The product is [CH3:29][O:28][C:26](=[O:27])[CH2:25][CH2:24][CH2:23][CH2:22][CH2:21][O:9][C:8]1[CH:10]=[CH:11][C:5]([NH:1][C:2](=[O:3])[CH3:4])=[CH:6][CH:7]=1. The yield is 0.660. (9) The product is [NH2:1][C:2]1[N:7]=[C:6]([NH:8][CH2:9][C:10]([NH:12][C:13]2[CH:18]=[CH:17][CH:16]=[C:15]([C:19]([F:22])([F:21])[F:20])[CH:14]=2)=[O:11])[C:5]([CH:23]=[O:24])=[C:4]([S:36][CH3:35])[N:3]=1. The catalyst is C1COCC1. The reactants are [NH2:1][C:2]1[N:7]=[C:6]([NH:8][CH2:9][C:10]([NH:12][C:13]2[CH:18]=[CH:17][CH:16]=[C:15]([C:19]([F:22])([F:21])[F:20])[CH:14]=2)=[O:11])[C:5]([CH:23]=[O:24])=[C:4](Cl)[N:3]=1.CCN(C(C)C)C(C)C.[CH3:35][S-:36].[Na+]. The yield is 0.920.